Regression. Given a peptide amino acid sequence and an MHC pseudo amino acid sequence, predict their binding affinity value. This is MHC class I binding data. From a dataset of Peptide-MHC class I binding affinity with 185,985 pairs from IEDB/IMGT. (1) The peptide sequence is QEFRYMNSQG. The MHC is HLA-B45:01 with pseudo-sequence HLA-B45:01. The binding affinity (normalized) is 0.403. (2) The peptide sequence is KEENLVNSLV. The MHC is HLA-B44:03 with pseudo-sequence HLA-B44:03. The binding affinity (normalized) is 0.233. (3) The peptide sequence is RYRSGFWII. The MHC is HLA-A30:01 with pseudo-sequence HLA-A30:01. The binding affinity (normalized) is 0.800. (4) The peptide sequence is VFYRSGTETK. The MHC is HLA-A68:01 with pseudo-sequence HLA-A68:01. The binding affinity (normalized) is 0.0830. (5) The binding affinity (normalized) is 0.486. The peptide sequence is GYRWMCLRR. The MHC is Patr-A0901 with pseudo-sequence Patr-A0901. (6) The peptide sequence is SDMDYHKIL. The MHC is HLA-A02:01 with pseudo-sequence HLA-A02:01. The binding affinity (normalized) is 0.